From a dataset of Retrosynthesis with 50K atom-mapped reactions and 10 reaction types from USPTO. Predict the reactants needed to synthesize the given product. Given the product CCOC(=O)c1ccc(NCc2nccnc2OCc2ccccc2)cc1, predict the reactants needed to synthesize it. The reactants are: CCOC(=O)c1ccc(N)cc1.O=Cc1nccnc1OCc1ccccc1.